Dataset: Aqueous solubility values for 9,982 compounds from the AqSolDB database. Task: Regression/Classification. Given a drug SMILES string, predict its absorption, distribution, metabolism, or excretion properties. Task type varies by dataset: regression for continuous measurements (e.g., permeability, clearance, half-life) or binary classification for categorical outcomes (e.g., BBB penetration, CYP inhibition). For this dataset (solubility_aqsoldb), we predict Y. (1) The molecule is NO.[Cl-].[H+]. The Y is 0.690 log mol/L. (2) The drug is CC1(C)OC2CC3C4CCC5=CC(=O)C=CC5(C)C4(F)C(O)CC3(C)C2(C(=O)CO)O1. The Y is -4.31 log mol/L. (3) The molecule is I/C=C\I. The Y is -2.78 log mol/L. (4) The compound is CCOP(=S)(OCC)Oc1ccc([N+](=O)[O-])cc1. The Y is -4.29 log mol/L. (5) The compound is CN(C)C(C)(C)CO.[Cl-].[H+]. The Y is 0.813 log mol/L.